Dataset: Reaction yield outcomes from USPTO patents with 853,638 reactions. Task: Predict the reaction yield, written as a fraction of the theoretical maximum amount of product (1.0 means a 100% yield; for example, 0.34 means a 34% yield). (1) The reactants are [CH3:1][O:2][C:3]([C:5]1[C:13]2[C:8](=[N:9][CH:10]=[CH:11][CH:12]=2)[N:7]([S:14]([C:17]2[CH:22]=[CH:21][CH:20]=[CH:19][CH:18]=2)(=[O:16])=[O:15])[C:6]=1[CH2:23]Br)=[O:4].[C:25]([CH2:27][NH:28][S:29]([C:32]1[CH:37]=[CH:36][C:35]([CH3:38])=[CH:34][CH:33]=1)(=[O:31])=[O:30])#[N:26].[H-].[Na+]. The catalyst is C1COCC1.C(Cl)Cl.C(=O)([O-])[O-].[Na+].[Na+]. The product is [CH3:1][O:2][C:3]([C:5]1[C:13]2[C:8](=[N:9][CH:10]=[CH:11][CH:12]=2)[N:7]([S:14]([C:17]2[CH:22]=[CH:21][CH:20]=[CH:19][CH:18]=2)(=[O:16])=[O:15])[C:6]=1[CH2:23][N:28]([CH2:27][C:25]#[N:26])[S:29]([C:32]1[CH:33]=[CH:34][C:35]([CH3:38])=[CH:36][CH:37]=1)(=[O:31])=[O:30])=[O:4]. The yield is 0.800. (2) The reactants are [O:1]=[S:2]1(=[O:50])[CH2:7][CH2:6][N:5]([CH2:8][CH2:9][NH:10][C@:11]23[CH2:46][CH2:45][C@@H:44]([CH:47]([CH3:49])[CH3:48])[C@@H:12]2[C@@H:13]2[C@@:26]([CH3:29])([CH2:27][CH2:28]3)[C@@:25]3([CH3:30])[C@@H:16]([C@:17]4([CH3:43])[C@@H:22]([CH2:23][CH2:24]3)[C:21]([CH3:32])([CH3:31])[C@@H:20]([C:33]3[CH:42]=[CH:41][C:36]([C:37]([O:39]C)=[O:38])=[CH:35][CH:34]=3)[CH2:19][CH2:18]4)[CH2:15][CH2:14]2)[CH2:4][CH2:3]1.[OH-].[Na+]. The catalyst is O1CCOCC1. The product is [O:50]=[S:2]1(=[O:1])[CH2:7][CH2:6][N:5]([CH2:8][CH2:9][NH:10][C@:11]23[CH2:46][CH2:45][C@@H:44]([CH:47]([CH3:48])[CH3:49])[C@@H:12]2[C@@H:13]2[C@@:26]([CH3:29])([CH2:27][CH2:28]3)[C@@:25]3([CH3:30])[C@@H:16]([C@:17]4([CH3:43])[C@@H:22]([CH2:23][CH2:24]3)[C:21]([CH3:32])([CH3:31])[C@@H:20]([C:33]3[CH:34]=[CH:35][C:36]([C:37]([OH:39])=[O:38])=[CH:41][CH:42]=3)[CH2:19][CH2:18]4)[CH2:15][CH2:14]2)[CH2:4][CH2:3]1. The yield is 0.730. (3) The reactants are C(N(CC)CC)C.[Br:8][C:9]1[C:10]([F:19])=[C:11]2[C:17]([NH2:18])=[CH:16][NH:15][C:12]2=[N:13][CH:14]=1.C[C:21]1([C:24]([OH:26])=O)[CH2:23][CH2:22]1.[O:27]=[C:28]1N(P(Cl)(N2CCOC2=O)=O)CCO1. The catalyst is ClCCl. The product is [Br:8][C:9]1[C:10]([F:19])=[C:11]2[C:17]([NH:18][C:24]([C:21]3([O:27][CH3:28])[CH2:23][CH2:22]3)=[O:26])=[CH:16][NH:15][C:12]2=[N:13][CH:14]=1. The yield is 0.600.